From a dataset of Full USPTO retrosynthesis dataset with 1.9M reactions from patents (1976-2016). Predict the reactants needed to synthesize the given product. (1) Given the product [Br:7][C:8]1[N:9]=[C:10]([S:17][CH3:18])[C:11]2[N:12]([C:14]([I:26])=[CH:15][N:16]=2)[CH:13]=1, predict the reactants needed to synthesize it. The reactants are: CC(N(C)C)=O.[Br:7][C:8]1[N:9]=[C:10]([S:17][CH3:18])[C:11]2[N:12]([CH:14]=[CH:15][N:16]=2)[CH:13]=1.C1C(=O)N([I:26])C(=O)C1.O. (2) Given the product [I:23][CH2:2][CH2:3][CH2:4][N:5]1[CH2:10][CH2:9][N:8]([C:11]([O:13][C:14]([CH3:17])([CH3:16])[CH3:15])=[O:12])[CH2:7][CH2:6]1, predict the reactants needed to synthesize it. The reactants are: O[CH2:2][CH2:3][CH2:4][N:5]1[CH2:10][CH2:9][N:8]([C:11]([O:13][C:14]([CH3:17])([CH3:16])[CH3:15])=[O:12])[CH2:7][CH2:6]1.N1C=CN=C1.[I:23]I.